This data is from Reaction yield outcomes from USPTO patents with 853,638 reactions. The task is: Predict the reaction yield, written as a fraction of the theoretical maximum amount of product (1.0 means a 100% yield; for example, 0.34 means a 34% yield). (1) The reactants are [I:1]Cl.C(Cl)Cl.[F:6][C:7]1[CH:8]=[C:9]2[C:13](=[C:14]([F:16])[CH:15]=1)[NH:12][CH:11]=[CH:10]2.[C:17]1([S:23](Cl)(=[O:25])=[O:24])[CH:22]=[CH:21][CH:20]=[CH:19][CH:18]=1. The catalyst is N1C=CC=CC=1.C1(C)C=CC=CC=1.[OH-].[Na+].[Br-].C([N+](CCCC)(CCCC)CCCC)CCC. The product is [C:17]1([S:23]([N:12]2[C:13]3[C:9](=[CH:8][C:7]([F:6])=[CH:15][C:14]=3[F:16])[C:10]([I:1])=[CH:11]2)(=[O:25])=[O:24])[CH:22]=[CH:21][CH:20]=[CH:19][CH:18]=1. The yield is 0.870. (2) The reactants are [Cl:1][C:2]1[CH:7]=[CH:6][N:5]=[CH:4][C:3]=1[CH:8]=[N:9][OH:10].[Cl:11]N1C(=O)CCC1=O.O. The catalyst is CN(C)C=O. The product is [Cl:11][C:8]([C:3]1[CH:4]=[N:5][CH:6]=[CH:7][C:2]=1[Cl:1])=[N:9][OH:10]. The yield is 0.750. (3) The reactants are [NH:1]1[C:9]2[C:4](=[CH:5][CH:6]=[CH:7][CH:8]=2)[C:3]2([C:21]3[C:12](=[CH:13][C:14]4[O:19][CH2:18][CH2:17][O:16][C:15]=4[CH:20]=3)[O:11][CH2:10]2)[C:2]1=[O:22].[H-].[Na+].[CH2:25]([O:32][C:33]1[CH:40]=[CH:39][C:36]([CH2:37]Cl)=[CH:35][CH:34]=1)[C:26]1[CH:31]=[CH:30][CH:29]=[CH:28][CH:27]=1. The catalyst is CN(C)C=O.O.C(OCC)(=O)C.[I-].[K+]. The product is [CH2:25]([O:32][C:33]1[CH:34]=[CH:35][C:36]([CH2:37][N:1]2[C:9]3[C:4](=[CH:5][CH:6]=[CH:7][CH:8]=3)[C:3]3([C:21]4[C:12](=[CH:13][C:14]5[O:19][CH2:18][CH2:17][O:16][C:15]=5[CH:20]=4)[O:11][CH2:10]3)[C:2]2=[O:22])=[CH:39][CH:40]=1)[C:26]1[CH:27]=[CH:28][CH:29]=[CH:30][CH:31]=1. The yield is 0.750. (4) The reactants are [O:1]=[C:2]1[C:11]2[C:6](=[CH:7][CH:8]=[C:9]([C:12]([O:14][CH3:15])=[O:13])[CH:10]=2)[CH:5]=[CH:4][NH:3]1.C(=O)([O-])[O-].[K+].[K+].Br[CH2:23][CH:24]1[O:28][CH2:27][CH2:26][O:25]1.O. The catalyst is CN(C=O)C. The product is [O:25]1[CH2:26][CH2:27][O:28][CH:24]1[CH2:23][N:3]1[CH:4]=[CH:5][C:6]2[C:11](=[CH:10][C:9]([C:12]([O:14][CH3:15])=[O:13])=[CH:8][CH:7]=2)[C:2]1=[O:1]. The yield is 0.640. (5) The reactants are C[O:2][C:3]([C:5]1[NH:6][CH:7]=[C:8]([C:10]([C:12]2[C:13]([C:18]3[CH:23]=[CH:22][CH:21]=[CH:20][CH:19]=3)=[N:14][O:15][C:16]=2[CH3:17])=[O:11])[CH:9]=1)=[O:4].O[Li].O. The catalyst is C1COCC1.CO.O. The product is [CH3:17][C:16]1[O:15][N:14]=[C:13]([C:18]2[CH:23]=[CH:22][CH:21]=[CH:20][CH:19]=2)[C:12]=1[C:10]([C:8]1[CH:9]=[C:5]([C:3]([OH:4])=[O:2])[NH:6][CH:7]=1)=[O:11]. The yield is 0.960. (6) The reactants are [C:1]([O:5][C:6](=[O:23])[C:7]1[CH:12]=[CH:11][C:10]([N:13]2[CH2:18][CH2:17][N:16]([CH3:19])[CH2:15][CH2:14]2)=[CH:9][C:8]=1[N+:20]([O-])=O)([CH3:4])([CH3:3])[CH3:2]. The catalyst is [Pd].C(O)C. The product is [C:1]([O:5][C:6](=[O:23])[C:7]1[CH:12]=[CH:11][C:10]([N:13]2[CH2:18][CH2:17][N:16]([CH3:19])[CH2:15][CH2:14]2)=[CH:9][C:8]=1[NH2:20])([CH3:4])([CH3:2])[CH3:3]. The yield is 0.950. (7) The reactants are Cl[C:2]([O:4][C:5]1[CH:10]=[CH:9][CH:8]=[CH:7][CH:6]=1)=[O:3].[N:11]1[CH:16]=[CH:15][CH:14]=[CH:13][C:12]=1[NH2:17].N1C=CC=CC=1. The catalyst is C1COCC1.[Cl-].[Na+].O. The product is [N:11]1[CH:16]=[CH:15][CH:14]=[CH:13][C:12]=1[NH:17][C:2](=[O:3])[O:4][C:5]1[CH:10]=[CH:9][CH:8]=[CH:7][CH:6]=1. The yield is 0.180. (8) The reactants are [C:1]([C:5]1[CH:10]=[CH:9][C:8]([S:11]([N:14]([CH:16]([C:18]2[N:27]([C:28]3[CH:33]=[CH:32][C:31]([O:34]C)=[CH:30][CH:29]=3)[C:26](=[O:36])[C:25]3[C:20](=[CH:21][CH:22]=[CH:23][CH:24]=3)[N:19]=2)[CH3:17])[CH3:15])(=[O:13])=[O:12])=[CH:7][CH:6]=1)([CH3:4])([CH3:3])[CH3:2].B(Br)(Br)Br. The catalyst is C(Cl)Cl. The product is [C:1]([C:5]1[CH:10]=[CH:9][C:8]([S:11]([N:14]([CH:16]([C:18]2[N:27]([C:28]3[CH:33]=[CH:32][C:31]([OH:34])=[CH:30][CH:29]=3)[C:26](=[O:36])[C:25]3[C:20](=[CH:21][CH:22]=[CH:23][CH:24]=3)[N:19]=2)[CH3:17])[CH3:15])(=[O:12])=[O:13])=[CH:7][CH:6]=1)([CH3:2])([CH3:3])[CH3:4]. The yield is 0.950.